From a dataset of Peptide-MHC class II binding affinity with 134,281 pairs from IEDB. Regression. Given a peptide amino acid sequence and an MHC pseudo amino acid sequence, predict their binding affinity value. This is MHC class II binding data. (1) The peptide sequence is VTANRAELKALIASN. The MHC is HLA-DQA10101-DQB10501 with pseudo-sequence HLA-DQA10101-DQB10501. The binding affinity (normalized) is 0.0833. (2) The peptide sequence is TSSDDQITLIKTPSL. The MHC is DRB1_1501 with pseudo-sequence DRB1_1501. The binding affinity (normalized) is 0.760. (3) The peptide sequence is HSLGKWAGHPDKF. The MHC is H-2-IAs with pseudo-sequence H-2-IAs. The binding affinity (normalized) is 0.683. (4) The peptide sequence is RPGLLIGFGLRTLWS. The MHC is DRB3_0202 with pseudo-sequence DRB3_0202. The binding affinity (normalized) is 0.744.